Dataset: NCI-60 drug combinations with 297,098 pairs across 59 cell lines. Task: Regression. Given two drug SMILES strings and cell line genomic features, predict the synergy score measuring deviation from expected non-interaction effect. (1) Drug 1: CN(C)C1=NC(=NC(=N1)N(C)C)N(C)C. Drug 2: C1=CC=C(C(=C1)C(C2=CC=C(C=C2)Cl)C(Cl)Cl)Cl. Cell line: OVCAR-4. Synergy scores: CSS=0.0560, Synergy_ZIP=0.965, Synergy_Bliss=0.767, Synergy_Loewe=-2.18, Synergy_HSA=-2.56. (2) Synergy scores: CSS=23.2, Synergy_ZIP=-2.05, Synergy_Bliss=1.82, Synergy_Loewe=3.06, Synergy_HSA=4.19. Cell line: MOLT-4. Drug 1: CN(C)N=NC1=C(NC=N1)C(=O)N. Drug 2: CC1=CC=C(C=C1)C2=CC(=NN2C3=CC=C(C=C3)S(=O)(=O)N)C(F)(F)F. (3) Cell line: CAKI-1. Drug 1: C1=CC(=C2C(=C1NCCNCCO)C(=O)C3=C(C=CC(=C3C2=O)O)O)NCCNCCO. Synergy scores: CSS=51.3, Synergy_ZIP=-6.46, Synergy_Bliss=-7.43, Synergy_Loewe=-8.66, Synergy_HSA=-2.45. Drug 2: CN(CC1=CN=C2C(=N1)C(=NC(=N2)N)N)C3=CC=C(C=C3)C(=O)NC(CCC(=O)O)C(=O)O. (4) Drug 1: C1=CC=C(C=C1)NC(=O)CCCCCCC(=O)NO. Drug 2: CC(C)(C#N)C1=CC(=CC(=C1)CN2C=NC=N2)C(C)(C)C#N. Cell line: COLO 205. Synergy scores: CSS=0.512, Synergy_ZIP=3.12, Synergy_Bliss=6.57, Synergy_Loewe=0.981, Synergy_HSA=1.91. (5) Drug 1: C1=CN(C(=O)N=C1N)C2C(C(C(O2)CO)O)O.Cl. Drug 2: C1=NC(=NC(=O)N1C2C(C(C(O2)CO)O)O)N. Cell line: HS 578T. Synergy scores: CSS=23.5, Synergy_ZIP=5.55, Synergy_Bliss=8.00, Synergy_Loewe=5.78, Synergy_HSA=8.75. (6) Drug 1: CN(C)C1=NC(=NC(=N1)N(C)C)N(C)C. Drug 2: CC=C1C(=O)NC(C(=O)OC2CC(=O)NC(C(=O)NC(CSSCCC=C2)C(=O)N1)C(C)C)C(C)C. Cell line: NCI-H226. Synergy scores: CSS=63.2, Synergy_ZIP=9.36, Synergy_Bliss=6.52, Synergy_Loewe=-66.5, Synergy_HSA=4.74.